This data is from Choline transporter screen with 302,306 compounds. The task is: Binary Classification. Given a drug SMILES string, predict its activity (active/inactive) in a high-throughput screening assay against a specified biological target. (1) The compound is S(=O)(=O)(n1nc(cc1C)C)c1cc2c(cc1)ccc(c2)C. The result is 0 (inactive). (2) The molecule is O=C(Nc1cc(cc(c1)C)C)C1CCCN(C1)c1nc(ccn1)C. The result is 0 (inactive). (3) The compound is O=c1n(c(c([N+]([O-])=O)c(=O)n1C)/C=C\N(Cc1ccccc1)c1ccccc1)C. The result is 1 (active). (4) The molecule is ClC1=C/C(=C/c2c([nH]oc2=O)C)C=CC1=O. The result is 1 (active).